Dataset: Experimentally validated miRNA-target interactions with 360,000+ pairs, plus equal number of negative samples. Task: Binary Classification. Given a miRNA mature sequence and a target amino acid sequence, predict their likelihood of interaction. The miRNA is hsa-miR-4797-5p with sequence GACAGAGUGCCACUUACUGAA. The protein sequence of the target gene is MGAAASRRRALRSEAMSSVAAKVRAARAFGEYLSQSHPENRNGADHLLADAYSGHDGSPEMQPAPQNKRRLSLVSNGRYEGSISDEAVSGKPAIEGPQPHVYTISREPALLPGSEAEAIELAVVKGRRQRERHPHHHSQPLRASPGSSREDISRPCQSWAGSRQGSKECPGCAQLVPGPSSRAFGLEQPPLPEAPGRHKKLERMYSVDGVSDDVPIRTWFPKENLFSFQTATTTMQAISVFRGYAERKRRKRENDSASVIQRNFRKHLRMVGSRRVKAQTFAERRERSFSRSWSDPTPMK.... Result: 0 (no interaction).